Dataset: Forward reaction prediction with 1.9M reactions from USPTO patents (1976-2016). Task: Predict the product of the given reaction. (1) Given the reactants Cl[C:2]1[C:7]([C:8]#[N:9])=[CH:6][N:5]=[CH:4][C:3]=1[C:10]1[CH:15]=[CH:14][CH:13]=[C:12]([O:16][CH2:17][CH2:18][Cl:19])[CH:11]=1.[Cl:20][C:21]1[CH:27]=[C:26]([Cl:28])[C:25]([O:29][CH3:30])=[CH:24][C:22]=1[NH2:23].C1(P(C2CCCCC2)C2C=CC=CC=2C2C=CC=CC=2N(C)C)CCCCC1.[O-]P([O-])([O-])=O.[K+].[K+].[K+], predict the reaction product. The product is: [Cl:19][CH2:18][CH2:17][O:16][C:12]1[CH:11]=[C:10]([C:3]2[CH:4]=[N:5][CH:6]=[C:7]([C:2]=2[NH:23][C:22]2[CH:24]=[C:25]([O:29][CH3:30])[C:26]([Cl:28])=[CH:27][C:21]=2[Cl:20])[C:8]#[N:9])[CH:15]=[CH:14][CH:13]=1. (2) The product is: [Br:1][C:2]1[CH:3]=[C:4]2[C:10]([CH:11]=[O:12])=[N:9][N:8]([C:13]([C:20]3[CH:25]=[CH:24][CH:23]=[CH:22][CH:21]=3)([C:14]3[CH:15]=[CH:16][CH:17]=[CH:18][CH:19]=3)[C:26]3[CH:31]=[CH:30][CH:29]=[CH:28][CH:27]=3)[C:5]2=[N:6][CH:7]=1. Given the reactants [Br:1][C:2]1[CH:3]=[C:4]2[C:10]([CH2:11][OH:12])=[N:9][N:8]([C:13]([C:26]3[CH:31]=[CH:30][CH:29]=[CH:28][CH:27]=3)([C:20]3[CH:25]=[CH:24][CH:23]=[CH:22][CH:21]=3)[C:14]3[CH:19]=[CH:18][CH:17]=[CH:16][CH:15]=3)[C:5]2=[N:6][CH:7]=1.[K+].[Br-].[O-]Cl.[Na+].[O-]S([O-])(=S)=O.[Na+].[Na+], predict the reaction product. (3) Given the reactants [CH2:1]([C@@:4]1([CH3:30])[CH2:9][C@H:8]([C:10]2[CH:15]=[CH:14][CH:13]=[C:12]([Cl:16])[CH:11]=2)[C@@H:7]([C:17]2[CH:22]=[CH:21][C:20]([Cl:23])=[CH:19][CH:18]=2)[N:6]([C@@H:24]([CH2:27][CH3:28])[CH:25]=O)[C:5]1=[O:29])[CH:2]=[CH2:3].[CH3:31][O:32][C:33]1[CH:38]=[CH:37][C:36]([CH2:39][NH2:40])=[CH:35][CH:34]=1.C(O[BH-](OC(=O)C)OC(=O)C)(=O)C.[Na+], predict the reaction product. The product is: [CH2:1]([C@:4]1([CH3:30])[CH2:9][C@H:8]([C:10]2[CH:15]=[CH:14][CH:13]=[C:12]([Cl:16])[CH:11]=2)[C@@H:7]([C:17]2[CH:22]=[CH:21][C:20]([Cl:23])=[CH:19][CH:18]=2)[N:6]([C@@H:24]([CH2:27][CH3:28])[CH2:25][NH:40][CH2:39][C:36]2[CH:37]=[CH:38][C:33]([O:32][CH3:31])=[CH:34][CH:35]=2)[C:5]1=[O:29])[CH:2]=[CH2:3]. (4) Given the reactants FC(F)(F)C(O)=O.C(OC([N:15]1[C:19](=[O:20])[CH2:18][C:17]2([CH2:25][CH2:24][C:23]([CH2:29][CH2:30][CH2:31][CH3:32])([N:26]([CH3:28])[CH3:27])[CH2:22][CH2:21]2)[CH2:16]1)=O)(C)(C)C, predict the reaction product. The product is: [CH2:29]([C:23]1([N:26]([CH3:28])[CH3:27])[CH2:24][CH2:25][C:17]2([CH2:16][NH:15][C:19](=[O:20])[CH2:18]2)[CH2:21][CH2:22]1)[CH2:30][CH2:31][CH3:32]. (5) Given the reactants [NH2:1][C:2]1[C:9]([CH3:10])=[CH:8][C:5]([C:6]#[N:7])=[CH:4][C:3]=1[I:11].CO, predict the reaction product. The product is: [NH2:7][CH2:6][C:5]1[CH:8]=[C:9]([CH3:10])[C:2]([NH2:1])=[C:3]([I:11])[CH:4]=1. (6) The product is: [CH3:1][C:2]1[C:3]([CH3:27])=[CH:4][C:5]2[N:14]([CH2:15][CH2:16][CH2:17][CH2:18][CH2:19][CH2:20][C:21]([NH:65][S:62]([CH3:61])(=[O:64])=[O:63])=[O:22])[C:13]3[C:8]([C:9](=[O:25])[NH:10][C:11](=[O:24])[N:12]=3)=[N:7][C:6]=2[CH:26]=1. Given the reactants [CH3:1][C:2]1[C:3]([CH3:27])=[CH:4][C:5]2[N:14]([CH2:15][CH2:16][CH2:17][CH2:18][CH2:19][CH2:20][C:21](O)=[O:22])[C:13]3[C:8]([C:9](=[O:25])[NH:10][C:11](=[O:24])[N:12]=3)=[N:7][C:6]=2[CH:26]=1.CN(C(ON1N=NC2C=CC=NC1=2)=[N+](C)C)C.F[P-](F)(F)(F)(F)F.CCN(C(C)C)C(C)C.[CH3:61][S:62]([NH2:65])(=[O:64])=[O:63], predict the reaction product. (7) Given the reactants C(OC(N1CC[C@@H](SC(C2C=CC=CC=2)(C2C=CC=CC=2)C2C=CC=CC=2)[C@H]1[C:33]1([CH:41]=[CH:40][CH:39]=[CH:38][CH2:37]1)[C:34]([O-:36])=[O:35])=O)(C)(C)C.[OH-].[Na+], predict the reaction product. The product is: [C:34]([OH:36])(=[O:35])[C:33]1[CH:41]=[CH:40][CH:39]=[CH:38][CH:37]=1.